Dataset: Catalyst prediction with 721,799 reactions and 888 catalyst types from USPTO. Task: Predict which catalyst facilitates the given reaction. (1) Reactant: C(OC([N:8]1[CH2:13][CH2:12][N:11]([C:14]2[O:15][C:16]3[C:22]([C:23]#[N:24])=[CH:21][C:20]([Cl:25])=[CH:19][C:17]=3[N:18]=2)[C@@H:10]([CH3:26])[CH2:9]1)=O)(C)(C)C.Cl.[OH:28]N.C([N:33]([CH:36](C)C)CC)(C)C.O. Product: [Cl:25][C:20]1[CH:21]=[C:22]([C:23]2[N:33]=[CH:36][O:28][N:24]=2)[C:16]2[O:15][C:14]([N:11]3[CH2:12][CH2:13][NH:8][CH2:9][C@@H:10]3[CH3:26])=[N:18][C:17]=2[CH:19]=1. The catalyst class is: 8. (2) Reactant: [C:1]([CH:3]1[CH2:7][CH2:6][N:5]([C:8]([O:10][C:11]([CH3:14])([CH3:13])[CH3:12])=[O:9])[CH2:4]1)#[N:2].[Li+].[CH3:16][Si]([N-][Si](C)(C)C)(C)C.IC. Product: [C:1]([C:3]1([CH3:16])[CH2:7][CH2:6][N:5]([C:8]([O:10][C:11]([CH3:14])([CH3:13])[CH3:12])=[O:9])[CH2:4]1)#[N:2]. The catalyst class is: 1. (3) Reactant: [NH2:1][C@@H:2]([C:4]([OH:6])=O)[CH3:3].B(F)(F)F.CCOCC.F[C:17]1[CH:24]=[CH:23][C:20]([C:21]#[N:22])=[C:19]([C:25]([F:28])([F:27])[F:26])[CH:18]=1.N[C@H](C)CO.CCN(C(C)C)C(C)C. Product: [OH:6][CH2:4][C@H:2]([NH:1][C:17]1[CH:24]=[CH:23][C:20]([C:21]#[N:22])=[C:19]([C:25]([F:26])([F:28])[F:27])[CH:18]=1)[CH3:3]. The catalyst class is: 774. (4) Reactant: [CH3:1][N:2]([CH3:13])[C:3]1[CH:4]=[C:5]2[C:9](=[CH:10][CH:11]=1)[C:8](=[O:12])[NH:7][CH2:6]2.[Br:14][C:15]1[C:16]([CH3:36])=[C:17](NCC2C=C(C(C)(C)C)SC=2C(OC)=O)[CH:18]=[CH:19][CH:20]=1.[C:37](=[O:40])([O-])[O-:38].[Cs+].[Cs+].[CH3:43]NCCNC. Product: [C:37]([O:38][CH2:36][C:16]1[C:17]([N:7]2[CH2:6][C:5]3[C:9](=[CH:10][CH:11]=[C:3]([N:2]([CH3:13])[CH3:1])[CH:4]=3)[C:8]2=[O:12])=[CH:18][CH:19]=[CH:20][C:15]=1[Br:14])(=[O:40])[CH3:43]. The catalyst class is: 246. (5) Reactant: [CH3:1][O:2][CH2:3]Cl.[F:5][C:6]1[CH:14]=[CH:13][C:9]([C:10]([OH:12])=[O:11])=[CH:8][C:7]=1[OH:15].Cl.C(OCC)(=O)C. Product: [F:5][C:6]1[CH:14]=[CH:13][C:9]([C:10]([OH:12])=[O:11])=[CH:8][C:7]=1[O:15][CH2:1][O:2][CH3:3]. The catalyst class is: 1. (6) Reactant: [CH2:1]([O:8][C:9]([N:11]1[CH2:15][C@@H:14]([N:16]2[C:24]3[C:19](=[N:20][C:21]([C:26]4[C:27]([O:35][CH3:36])=[N:28][C:29]([CH:32]([CH3:34])[CH3:33])=[CH:30][CH:31]=4)=[C:22]([CH3:25])[CH:23]=3)[C:18]([CH3:37])=[CH:17]2)[C@@H:13]([O:38][Si](C(C)(C)C)(C)C)[CH2:12]1)=[O:10])[C:2]1[CH:7]=[CH:6][CH:5]=[CH:4][CH:3]=1.[F-].C([N+](CCCC)(CCCC)CCCC)CCC. Product: [CH2:1]([O:8][C:9]([N:11]1[CH2:15][C@@H:14]([N:16]2[C:24]3[C:19](=[N:20][C:21]([C:26]4[C:27]([O:35][CH3:36])=[N:28][C:29]([CH:32]([CH3:34])[CH3:33])=[CH:30][CH:31]=4)=[C:22]([CH3:25])[CH:23]=3)[C:18]([CH3:37])=[CH:17]2)[C@@H:13]([OH:38])[CH2:12]1)=[O:10])[C:2]1[CH:7]=[CH:6][CH:5]=[CH:4][CH:3]=1. The catalyst class is: 1. (7) Reactant: [NH2:1][CH:2]([CH:8]([OH:13])[C:9]([F:12])([F:11])[F:10])[C:3]([O:5][CH2:6][CH3:7])=[O:4].[F:14][C:15]1[CH:23]=[CH:22][C:18]([C:19](O)=[O:20])=[C:17]([C:24]([F:27])([F:26])[F:25])[CH:16]=1.C(N(CC)CC)C. Product: [F:12][C:9]([F:10])([F:11])[CH:8]([OH:13])[CH:2]([NH:1][C:19](=[O:20])[C:18]1[CH:22]=[CH:23][C:15]([F:14])=[CH:16][C:17]=1[C:24]([F:27])([F:25])[F:26])[C:3]([O:5][CH2:6][CH3:7])=[O:4]. The catalyst class is: 1.